Predict the reactants needed to synthesize the given product. From a dataset of Full USPTO retrosynthesis dataset with 1.9M reactions from patents (1976-2016). (1) The reactants are: [Cl:1][C:2]1[N:10]=[C:9]2[C:5]([N:6]=[C:7]([CH2:13][N:14]3[CH2:19][CH2:18]N(C(C)(C)C(N)=O)CC3)[N:8]2[CH2:11][CH3:12])=[C:4]([N:26]2[CH2:31][CH2:30][O:29][CH2:28][CH2:27]2)[N:3]=1.[CH2:32]([O:34][C:35]([CH:37]1CCN[CH2:39][CH2:38]1)=[O:36])[CH3:33]. Given the product [CH2:32]([O:34][C:35]([CH:37]1[CH2:38][CH2:39][N:14]([CH2:13][C:7]2[N:8]([CH2:11][CH3:12])[C:9]3[C:5]([N:6]=2)=[C:4]([N:26]2[CH2:31][CH2:30][O:29][CH2:28][CH2:27]2)[N:3]=[C:2]([Cl:1])[N:10]=3)[CH2:19][CH2:18]1)=[O:36])[CH3:33], predict the reactants needed to synthesize it. (2) Given the product [CH2:1]([N:8]1[C:12]([CH2:13][CH:14]([CH3:16])[CH3:15])=[CH:11][C:10]([C:17]([NH2:23])=[O:19])=[N:9]1)[C:2]1[CH:7]=[CH:6][CH:5]=[CH:4][CH:3]=1, predict the reactants needed to synthesize it. The reactants are: [CH2:1]([N:8]1[C:12]([CH2:13][CH:14]([CH3:16])[CH3:15])=[CH:11][C:10]([C:17]([O:19]CC)=O)=[N:9]1)[C:2]1[CH:7]=[CH:6][CH:5]=[CH:4][CH:3]=1.[OH-].[NH4+:23]. (3) Given the product [CH3:25][O:26][C:27]1[CH:28]=[C:29]([N:35]2[CH2:36][CH2:37][N:38]([C:15]([CH:13]3[C:14]4[CH:1]=[CH:2][CH:3]=[CH:4][C:5]=4[O:6][C:7]4[C:12]3=[CH:11][CH:10]=[CH:9][CH:8]=4)=[O:17])[CH2:39][CH2:40]2)[CH:30]=[C:31]([O:33][CH3:34])[CH:32]=1, predict the reactants needed to synthesize it. The reactants are: [CH:1]1[C:14]2[CH:13]([C:15]([OH:17])=O)[C:12]3[C:7](=[CH:8][CH:9]=[CH:10][CH:11]=3)[O:6][C:5]=2[CH:4]=[CH:3][CH:2]=1.CN1CCOCC1.[CH3:25][O:26][C:27]1[CH:28]=[C:29]([N:35]2[CH2:40][CH2:39][NH:38][CH2:37][CH2:36]2)[CH:30]=[C:31]([O:33][CH3:34])[CH:32]=1.F[P-](F)(F)(F)(F)F.N1(O[P+](N(C)C)(N(C)C)N(C)C)C2C=CC=CC=2N=N1. (4) The reactants are: C[O:2][C:3]([C:5]1[CH:26]=[CH:25][C:8]2[N:9]([CH2:18][CH:19]3[CH2:24][CH2:23][CH2:22][CH2:21][CH2:20]3)[C:10]([CH2:12][C:13]3[S:14][CH:15]=[CH:16][CH:17]=3)=[N:11][C:7]=2[CH:6]=1)=[O:4].[OH-].[Na+].Cl. Given the product [CH:19]1([CH2:18][N:9]2[C:8]3[CH:25]=[CH:26][C:5]([C:3]([OH:4])=[O:2])=[CH:6][C:7]=3[N:11]=[C:10]2[CH2:12][C:13]2[S:14][CH:15]=[CH:16][CH:17]=2)[CH2:24][CH2:23][CH2:22][CH2:21][CH2:20]1, predict the reactants needed to synthesize it.